This data is from NCI-60 drug combinations with 297,098 pairs across 59 cell lines. The task is: Regression. Given two drug SMILES strings and cell line genomic features, predict the synergy score measuring deviation from expected non-interaction effect. (1) Drug 1: CC1=C(C=C(C=C1)NC2=NC=CC(=N2)N(C)C3=CC4=NN(C(=C4C=C3)C)C)S(=O)(=O)N.Cl. Drug 2: CCC1(CC2CC(C3=C(CCN(C2)C1)C4=CC=CC=C4N3)(C5=C(C=C6C(=C5)C78CCN9C7C(C=CC9)(C(C(C8N6C=O)(C(=O)OC)O)OC(=O)C)CC)OC)C(=O)OC)O.OS(=O)(=O)O. Cell line: RPMI-8226. Synergy scores: CSS=54.2, Synergy_ZIP=10.7, Synergy_Bliss=7.72, Synergy_Loewe=-62.0, Synergy_HSA=1.23. (2) Drug 1: C1=NC2=C(N1)C(=S)N=C(N2)N. Drug 2: CC(C)NC(=O)C1=CC=C(C=C1)CNNC.Cl. Cell line: UACC-257. Synergy scores: CSS=21.5, Synergy_ZIP=-3.36, Synergy_Bliss=1.54, Synergy_Loewe=-21.2, Synergy_HSA=-1.89. (3) Drug 1: C1=NC2=C(N=C(N=C2N1C3C(C(C(O3)CO)O)O)F)N. Drug 2: CC(C)NC(=O)C1=CC=C(C=C1)CNNC.Cl. Cell line: T-47D. Synergy scores: CSS=-3.98, Synergy_ZIP=-2.23, Synergy_Bliss=-8.82, Synergy_Loewe=-12.1, Synergy_HSA=-9.75. (4) Drug 1: CC(C1=C(C=CC(=C1Cl)F)Cl)OC2=C(N=CC(=C2)C3=CN(N=C3)C4CCNCC4)N. Drug 2: CC1C(C(CC(O1)OC2CC(CC3=C2C(=C4C(=C3O)C(=O)C5=CC=CC=C5C4=O)O)(C(=O)C)O)N)O. Cell line: COLO 205. Synergy scores: CSS=45.7, Synergy_ZIP=-1.40, Synergy_Bliss=-3.38, Synergy_Loewe=-17.6, Synergy_HSA=-4.06. (5) Drug 1: C1CN1P(=S)(N2CC2)N3CC3. Drug 2: C1CN(P(=O)(OC1)NCCCl)CCCl. Cell line: U251. Synergy scores: CSS=7.82, Synergy_ZIP=-4.44, Synergy_Bliss=1.47, Synergy_Loewe=-21.1, Synergy_HSA=-1.24.